Dataset: Full USPTO retrosynthesis dataset with 1.9M reactions from patents (1976-2016). Task: Predict the reactants needed to synthesize the given product. Given the product [C:23]1([CH3:33])[CH:28]=[CH:27][C:26]([S:29]([O:10][CH2:9][CH2:8][CH2:7][CH:6]=[CH:5][CH2:4][CH2:3][C:2]([F:15])([F:1])[C:11]([F:12])([F:13])[F:14])(=[O:31])=[O:30])=[CH:25][CH:24]=1, predict the reactants needed to synthesize it. The reactants are: [F:1][C:2]([F:15])([C:11]([F:14])([F:13])[F:12])[CH2:3][CH2:4][CH:5]=[CH:6][CH2:7][CH2:8][CH2:9][OH:10].C(N(CC)CC)C.[C:23]1([CH3:33])[CH:28]=[CH:27][C:26]([S:29](Cl)(=[O:31])=[O:30])=[CH:25][CH:24]=1.